Dataset: Forward reaction prediction with 1.9M reactions from USPTO patents (1976-2016). Task: Predict the product of the given reaction. (1) Given the reactants [C:1]([O:5][C:6](=[O:26])[C:7]([S:10][C:11]1[S:12][CH:13]=[C:14]([CH2:16][CH2:17][NH:18][CH2:19][CH2:20][CH2:21][CH2:22][CH2:23][CH2:24][CH3:25])[N:15]=1)([CH3:9])[CH3:8])([CH3:4])([CH3:3])[CH3:2].[CH3:27][CH2:28][C:29]([CH2:31][C:32](OC)=[O:33])=[O:30], predict the reaction product. The product is: [C:1]([O:5][C:6](=[O:26])[C:7]([S:10][C:11]1[S:12][CH:13]=[C:14]([CH2:16][CH2:17][N:18]([CH2:19][CH2:20][CH2:21][CH2:22][CH2:23][CH2:24][CH3:25])[C:32](=[O:33])[CH2:31][C:29](=[O:30])[CH2:28][CH3:27])[N:15]=1)([CH3:9])[CH3:8])([CH3:4])([CH3:3])[CH3:2]. (2) Given the reactants Cl[C:2]1[N:7]=[C:6]([C:8]2[C:16]3[C:11](=[CH:12][CH:13]=[CH:14][CH:15]=3)[N:10](C(OC(C)(C)C)=O)[N:9]=2)[C:5]([Cl:24])=[CH:4][N:3]=1.[NH2:25][C@@H:26]1[CH2:31][CH2:30][CH2:29][C@H:28]([NH:32][C:33](=[O:42])[O:34][CH2:35][C:36]2[CH:41]=[CH:40][CH:39]=[CH:38][CH:37]=2)[CH2:27]1.CCN(C(C)C)C(C)C.O, predict the reaction product. The product is: [CH2:35]([O:34][C:33](=[O:42])[NH:32][C@H:28]1[CH2:29][CH2:30][CH2:31][C@@H:26]([NH:25][C:2]2[N:7]=[C:6]([C:8]3[C:16]4[C:11](=[CH:12][CH:13]=[CH:14][CH:15]=4)[NH:10][N:9]=3)[C:5]([Cl:24])=[CH:4][N:3]=2)[CH2:27]1)[C:36]1[CH:37]=[CH:38][CH:39]=[CH:40][CH:41]=1. (3) Given the reactants Br[C:2]1(Br)[C:10]2[C:5](=[N:6][CH:7]=[CH:8][CH:9]=2)[NH:4][C:3]1=[O:11].[C:13]([OH:16])(=[O:15])[CH3:14], predict the reaction product. The product is: [C:13]([OH:16])(=[O:15])[CH3:14].[NH:4]1[C:5]2[C:10](=[CH:9][CH:8]=[CH:7][N:6]=2)[CH2:2][C:3]1=[O:11]. (4) Given the reactants [NH2:1][C:2]1[N:7]=[CH:6][C:5]([CH:8]2[O:13][CH2:12][CH2:11][N:10]([C:14]([O:16][C:17]([CH3:20])([CH3:19])[CH3:18])=[O:15])[CH2:9]2)=[CH:4][C:3]=1[CH3:21].Br[C:23]1[CH:28]=[CH:27][C:26]([Br:29])=[CH:25][N:24]=1.C(=O)([O-])[O-].[Cs+].[Cs+], predict the reaction product. The product is: [Br:29][C:26]1[CH:27]=[CH:28][C:23]([NH:1][C:2]2[N:7]=[CH:6][C:5]([CH:8]3[O:13][CH2:12][CH2:11][N:10]([C:14]([O:16][C:17]([CH3:18])([CH3:20])[CH3:19])=[O:15])[CH2:9]3)=[CH:4][C:3]=2[CH3:21])=[N:24][CH:25]=1. (5) Given the reactants [C:1]([C:3]1[CH:33]=[CH:32][C:6]([O:7][C:8]2[CH:9]=[C:10]([CH:20]=[C:21]([O:23][C:24]3[CH:29]=[CH:28][C:27]([C:30]#[N:31])=[CH:26][CH:25]=3)[N:22]=2)[C:11]([NH:13][CH:14]2[CH2:19][CH2:18][NH:17][CH2:16][CH2:15]2)=[O:12])=[CH:5][CH:4]=1)#[N:2].[C:34]([O:38][C:39](=[O:45])[NH:40][CH2:41][CH2:42][CH2:43]Br)([CH3:37])([CH3:36])[CH3:35].C(=O)([O-])[O-].[K+].[K+], predict the reaction product. The product is: [C:34]([O:38][C:39](=[O:45])[NH:40][CH2:41][CH2:42][CH2:43][N:17]1[CH2:16][CH2:15][CH:14]([NH:13][C:11]([C:10]2[CH:20]=[C:21]([O:23][C:24]3[CH:25]=[CH:26][C:27]([C:30]#[N:31])=[CH:28][CH:29]=3)[N:22]=[C:8]([O:7][C:6]3[CH:5]=[CH:4][C:3]([C:1]#[N:2])=[CH:33][CH:32]=3)[CH:9]=2)=[O:12])[CH2:19][CH2:18]1)([CH3:37])([CH3:36])[CH3:35]. (6) Given the reactants [CH3:1][C:2]1[N:7]=[CH:6][C:5]([CH2:8]O)=[CH:4][CH:3]=1.S(Br)([Br:12])=O, predict the reaction product. The product is: [BrH:12].[Br:12][CH2:8][C:5]1[CH:4]=[CH:3][C:2]([CH3:1])=[N:7][CH:6]=1. (7) The product is: [CH2:18]([NH:25][C:26]([NH:13][CH2:12][CH:8]1[O:9][CH2:10][CH2:11][N:6]([CH2:5][C:4]2[CH:14]=[CH:15][C:16]([Cl:17])=[C:2]([Cl:1])[CH:3]=2)[CH2:7]1)=[O:27])[C:19]1[CH:24]=[CH:23][CH:22]=[CH:21][CH:20]=1. Given the reactants [Cl:1][C:2]1[CH:3]=[C:4]([CH:14]=[CH:15][C:16]=1[Cl:17])[CH2:5][N:6]1[CH2:11][CH2:10][O:9][CH:8]([CH2:12][NH2:13])[CH2:7]1.[CH2:18]([N:25]=[C:26]=[O:27])[C:19]1[CH:24]=[CH:23][CH:22]=[CH:21][CH:20]=1, predict the reaction product. (8) Given the reactants [CH3:1][C@@H:2]1[O:4][C@@H:3]1[P:5]([O-:8])([O-:7])=[O:6].[Na+].[Na+].Cl.[CH2:12]1[C@@H:17]([NH:18][C:19]([C@@H:21]([OH:25])[CH2:22][CH2:23][NH2:24])=[O:20])[C@H:16]([O:26][C@H:27]2[O:32][C@H:31]([CH2:33][OH:34])[C@@H:30]([OH:35])[C@H:29]([NH2:36])[C@H:28]2[OH:37])[C@@H:15]([OH:38])[C@H:14]([O:39][C@H:40]2[O:45][C@H:44]([CH2:46][NH2:47])[C@@H:43]([OH:48])[C@H:42]([OH:49])[C@H:41]2[OH:50])[C@H:13]1[NH2:51], predict the reaction product. The product is: [CH3:1][C@@H:2]1[O:4][C@@H:3]1[P:5]([OH:8])([OH:7])=[O:6].[CH2:12]1[C@@H:17]([NH:18][C:19]([C@@H:21]([OH:25])[CH2:22][CH2:23][NH2:24])=[O:20])[C@H:16]([O:26][C@H:27]2[O:32][C@H:31]([CH2:33][OH:34])[C@@H:30]([OH:35])[C@H:29]([NH2:36])[C@H:28]2[OH:37])[C@@H:15]([OH:38])[C@H:14]([O:39][C@H:40]2[O:45][C@H:44]([CH2:46][NH2:47])[C@@H:43]([OH:48])[C@H:42]([OH:49])[C@H:41]2[OH:50])[C@H:13]1[NH2:51]. (9) Given the reactants [CH3:1][N:2]([CH3:12])[CH:3](OC(C)(C)C)N(C)C.[C:13]([O:18][CH2:19][CH3:20])(=[O:17])[CH2:14][CH2:15][CH3:16], predict the reaction product. The product is: [CH3:1][N:2](/[CH:12]=[C:14](\[CH2:15][CH3:16])/[C:13]([O:18][CH2:19][CH3:20])=[O:17])[CH3:3].